This data is from Reaction yield outcomes from USPTO patents with 853,638 reactions. The task is: Predict the reaction yield, written as a fraction of the theoretical maximum amount of product (1.0 means a 100% yield; for example, 0.34 means a 34% yield). (1) The catalyst is CN(C)C=O. The reactants are [NH2:1][CH2:2][C@@H:3]1[O:7][C:6](=[O:8])[N:5]([C:9]2[CH:14]=[C:13]([F:15])[C:12]([N:16]3[CH2:21][CH2:20][CH:19]([N:22]4[N:26]=[N:25][CH:24]=[N:23]4)[CH2:18][CH2:17]3)=[C:11]([F:27])[CH:10]=2)[CH2:4]1.[Cl:28][CH:29]([Cl:33])[C:30](O)=[O:31].C1C=CC2N(O)N=NC=2C=1.CCN=C=NCCCN(C)C.Cl.CN1CCOCC1. The product is [F:27][C:11]1[CH:10]=[C:9]([N:5]2[CH2:4][C@H:3]([CH2:2][NH:1][C:30](=[O:31])[CH:29]([Cl:33])[Cl:28])[O:7][C:6]2=[O:8])[CH:14]=[C:13]([F:15])[C:12]=1[N:16]1[CH2:21][CH2:20][CH:19]([N:22]2[N:26]=[N:25][CH:24]=[N:23]2)[CH2:18][CH2:17]1. The yield is 0.800. (2) The reactants are [Li+].CC([N-][CH:6]([CH3:8])[CH3:7])C.[OH:9][C:10]1[C:15]([C:16]([O:18][CH3:19])=[O:17])=[C:14](C)[CH:13]=[CH:12][C:11]=1[C:21]([O:23]C)=[O:22].C(=O)C. The catalyst is C1COCC1. The product is [CH3:19][O:18][C:16]([C:15]1[C:10]([OH:9])=[C:11]2[C:12]([CH2:8][CH:6]([CH3:7])[O:23][C:21]2=[O:22])=[CH:13][CH:14]=1)=[O:17]. The yield is 0.490.